This data is from NCI-60 drug combinations with 297,098 pairs across 59 cell lines. The task is: Regression. Given two drug SMILES strings and cell line genomic features, predict the synergy score measuring deviation from expected non-interaction effect. (1) Drug 1: CC1=CC2C(CCC3(C2CCC3(C(=O)C)OC(=O)C)C)C4(C1=CC(=O)CC4)C. Drug 2: C1CC(=O)NC(=O)C1N2C(=O)C3=CC=CC=C3C2=O. Cell line: IGROV1. Synergy scores: CSS=2.00, Synergy_ZIP=1.18, Synergy_Bliss=4.39, Synergy_Loewe=2.21, Synergy_HSA=2.82. (2) Drug 1: CCC1=C2CN3C(=CC4=C(C3=O)COC(=O)C4(CC)O)C2=NC5=C1C=C(C=C5)O. Drug 2: CC1C(C(CC(O1)OC2CC(OC(C2O)C)OC3=CC4=CC5=C(C(=O)C(C(C5)C(C(=O)C(C(C)O)O)OC)OC6CC(C(C(O6)C)O)OC7CC(C(C(O7)C)O)OC8CC(C(C(O8)C)O)(C)O)C(=C4C(=C3C)O)O)O)O. Cell line: SR. Synergy scores: CSS=74.9, Synergy_ZIP=0.463, Synergy_Bliss=0.470, Synergy_Loewe=-4.29, Synergy_HSA=2.19.